From a dataset of NCI-60 drug combinations with 297,098 pairs across 59 cell lines. Regression. Given two drug SMILES strings and cell line genomic features, predict the synergy score measuring deviation from expected non-interaction effect. (1) Drug 1: CCCS(=O)(=O)NC1=C(C(=C(C=C1)F)C(=O)C2=CNC3=C2C=C(C=N3)C4=CC=C(C=C4)Cl)F. Drug 2: C1CC(=O)NC(=O)C1N2CC3=C(C2=O)C=CC=C3N. Cell line: UO-31. Synergy scores: CSS=10.3, Synergy_ZIP=0.300, Synergy_Bliss=0.494, Synergy_Loewe=-2.29, Synergy_HSA=-0.294. (2) Drug 1: C1=NC(=NC(=O)N1C2C(C(C(O2)CO)O)O)N. Drug 2: CS(=O)(=O)OCCCCOS(=O)(=O)C. Cell line: CAKI-1. Synergy scores: CSS=8.28, Synergy_ZIP=6.15, Synergy_Bliss=11.2, Synergy_Loewe=-18.8, Synergy_HSA=-14.8. (3) Drug 1: CC12CCC(CC1=CCC3C2CCC4(C3CC=C4C5=CN=CC=C5)C)O. Drug 2: C1CN(CCN1C(=O)CCBr)C(=O)CCBr. Cell line: MOLT-4. Synergy scores: CSS=58.4, Synergy_ZIP=1.87, Synergy_Bliss=4.21, Synergy_Loewe=-5.72, Synergy_HSA=4.83. (4) Drug 1: CN(CC1=CN=C2C(=N1)C(=NC(=N2)N)N)C3=CC=C(C=C3)C(=O)NC(CCC(=O)O)C(=O)O. Drug 2: C1C(C(OC1N2C=NC(=NC2=O)N)CO)O. Cell line: OVCAR-4. Synergy scores: CSS=22.4, Synergy_ZIP=-3.51, Synergy_Bliss=-5.26, Synergy_Loewe=-4.46, Synergy_HSA=-2.63. (5) Drug 1: CN1C2=C(C=C(C=C2)N(CCCl)CCCl)N=C1CCCC(=O)O.Cl. Drug 2: C1CNP(=O)(OC1)N(CCCl)CCCl. Cell line: UO-31. Synergy scores: CSS=0.336, Synergy_ZIP=1.75, Synergy_Bliss=2.42, Synergy_Loewe=-1.76, Synergy_HSA=-1.81.